From a dataset of Full USPTO retrosynthesis dataset with 1.9M reactions from patents (1976-2016). Predict the reactants needed to synthesize the given product. (1) Given the product [C:14]1([CH2:21][NH2:22])([CH2:19][NH2:20])[CH2:18][CH2:17][CH2:16][CH2:15]1, predict the reactants needed to synthesize it. The reactants are: C(#N)CC#N.BrCCCCBr.[H-].[Na+].[C:14]1([C:21]#[N:22])([C:19]#[N:20])[CH2:18][CH2:17][CH2:16][CH2:15]1. (2) Given the product [CH3:1][O:2][C:3](=[O:29])[CH:4]([O:6][C:7]1[C:12]2[NH:13][C:14](=[O:17])[CH2:15][O:16][C:11]=2[CH:10]=[CH:9][CH:8]=1)[CH3:5], predict the reactants needed to synthesize it. The reactants are: [CH3:1][O:2][C:3](=[O:29])[CH:4]([O:6][C:7]1[C:12]2[N:13](CC3C=CC4C(=CC=CC=4)C=3)[C:14](=[O:17])[CH2:15][O:16][C:11]=2[CH:10]=[CH:9][CH:8]=1)[CH3:5].BrCC1C=CC2C(=CC=CC=2)C=1.C([O-])([O-])=O.[K+].[K+]. (3) The reactants are: [N:1]1[C:10]2[C:5](=[CH:6][CH:7]=[CH:8][C:9]=2[OH:11])[CH:4]=[CH:3][CH:2]=1.O[C@@H:13]([CH3:18])[C:14]([O:16][CH3:17])=[O:15].C1C=CC(P(C2C=CC=CC=2)C2C=CC=CC=2)=CC=1.CCOC(/N=N/C(OCC)=O)=O.Cl. Given the product [N:1]1[C:10]2[C:5](=[CH:6][CH:7]=[CH:8][C:9]=2[O:11][C@H:13]([CH3:18])[C:14]([O:16][CH3:17])=[O:15])[CH:4]=[CH:3][CH:2]=1, predict the reactants needed to synthesize it. (4) Given the product [C:1]([C:3]1[CH:8]=[CH:7][N:6]=[C:5]([CH:9]=[CH2:11])[CH:4]=1)#[N:2], predict the reactants needed to synthesize it. The reactants are: [C:1]([C:3]1[CH:8]=[CH:7][N:6]=[C:5]([CH:9]=O)[CH:4]=1)#[N:2].[C:11](=O)([O-])[O-].[K+].[K+].O1CCOCC1. (5) Given the product [CH3:24][O:23][C:20]1[CH:19]=[CH:18][C:17]([S:14]([C:11]2[CH:12]=[CH:13][C:8]([CH2:7][C:6]([CH3:26])([NH2:5])[CH3:25])=[CH:9][CH:10]=2)(=[O:15])=[O:16])=[CH:22][CH:21]=1, predict the reactants needed to synthesize it. The reactants are: FC(F)(F)C([NH:5][C:6]([CH3:26])([CH3:25])[CH2:7][C:8]1[CH:13]=[CH:12][C:11]([S:14]([C:17]2[CH:22]=[CH:21][C:20]([O:23][CH3:24])=[CH:19][CH:18]=2)(=[O:16])=[O:15])=[CH:10][CH:9]=1)=O.[OH-].[Na+].O. (6) Given the product [CH:20]1([C:8]2[C:9]3[CH:14]=[C:13]([C:15]([O:17][CH2:18][CH3:19])=[O:16])[S:12][C:10]=3[NH:11][C:7]=2[C:1]2[CH:6]=[CH:5][CH:4]=[CH:3][CH:2]=2)[CH2:38][CH2:39][CH2:34][CH2:35][CH2:36]1, predict the reactants needed to synthesize it. The reactants are: [C:1]1([C:7]2[NH:11][C:10]3[S:12][C:13]([C:15]([O:17][CH2:18][CH3:19])=[O:16])=[CH:14][C:9]=3[C:8]=2[C:20](OC(C)(C)C)=O)[CH:6]=[CH:5][CH:4]=[CH:3][CH:2]=1.C(OC(=O)C)(=O)C.[C:34]1(=O)[CH2:39][CH2:38]C[CH2:36][CH2:35]1.P(=O)(O)(O)O.C([SiH](CC)CC)C.